From a dataset of Forward reaction prediction with 1.9M reactions from USPTO patents (1976-2016). Predict the product of the given reaction. (1) Given the reactants C[N:2]([CH:4]=O)[CH3:3].O=P(Cl)(Cl)[Cl:8].[CH3:11][N:12]1[C:16]([OH:17])=[CH:15][C:14]([CH3:18])=[N:13]1.[OH-].[Na+], predict the reaction product. The product is: [Cl:8][C:4]1[N:2]([CH3:3])[N:13]=[C:14]([CH3:18])[C:15]=1[CH:16]=[O:17].[CH3:11][NH:12][NH2:13]. (2) Given the reactants [C:1]([O-:4])(O)=[O:2].[Na+].[NH2:6][CH2:7][CH2:8][CH2:9][OH:10].[C:11]1(COC(Cl)=O)[C:23]2[CH2:22][C:21]3[C:16](=[CH:17][CH:18]=[CH:19][CH:20]=3)[C:15]=2[CH:14]=[CH:13][CH:12]=1.O1CCOC[CH2:30]1, predict the reaction product. The product is: [CH:11]1[C:23]2[CH:22]([O:4][C:1](=[O:2])[N:6]([CH3:30])[CH2:7][CH2:8][CH2:9][OH:10])[C:21]3[C:16](=[CH:17][CH:18]=[CH:19][CH:20]=3)[C:15]=2[CH:14]=[CH:13][CH:12]=1. (3) The product is: [C:24]([C:20]1[C:19]2[N:13]([S:10]([C:7]3[CH:8]=[CH:9][C:4]([O:3][C:2]([F:38])([F:39])[F:1])=[CH:5][CH:6]=3)(=[O:12])=[O:11])[CH2:14][C:15]3[CH:33]=[CH:32][C:31]([C:34]([F:37])([F:36])[F:35])=[N:30][C:16]=3[NH:17][C:18]=2[CH:23]=[CH:22][CH:21]=1)#[CH:25]. Given the reactants [F:1][C:2]([F:39])([F:38])[O:3][C:4]1[CH:9]=[CH:8][C:7]([S:10]([N:13]2[C:19]3[C:20]([C:24]#[C:25][Si](C)(C)C)=[CH:21][CH:22]=[CH:23][C:18]=3[NH:17][C:16]3[N:30]=[C:31]([C:34]([F:37])([F:36])[F:35])[CH:32]=[CH:33][C:15]=3[CH2:14]2)(=[O:12])=[O:11])=[CH:6][CH:5]=1.C([O-])([O-])=O.[K+].[K+], predict the reaction product.